Predict which catalyst facilitates the given reaction. From a dataset of Catalyst prediction with 721,799 reactions and 888 catalyst types from USPTO. (1) Reactant: [CH3:1][NH:2][C:3]([C:5]1[CH:13]=[C:12]2[C:8]([CH:9]=[CH:10][N:11]2[CH:14]2[CH2:19][CH2:18][NH:17][CH2:16][CH2:15]2)=[CH:7][CH:6]=1)=[O:4].[CH3:20][O:21][C:22]1[C:31]([CH2:32][CH:33]=O)=[C:30]2[C:25]([C:26](=[O:37])[CH2:27][C:28]([CH3:36])([CH3:35])[O:29]2)=[CH:24][CH:23]=1.C(O[BH-](OC(=O)C)OC(=O)C)(=O)C.[Na+].C(=O)(O)[O-].[Na+]. Product: [CH3:20][O:21][C:22]1[C:31]([CH2:32][CH2:33][N:17]2[CH2:18][CH2:19][CH:14]([N:11]3[C:12]4[C:8](=[CH:7][CH:6]=[C:5]([C:3]([NH:2][CH3:1])=[O:4])[CH:13]=4)[CH:9]=[CH:10]3)[CH2:15][CH2:16]2)=[C:30]2[C:25]([C:26](=[O:37])[CH2:27][C:28]([CH3:36])([CH3:35])[O:29]2)=[CH:24][CH:23]=1. The catalyst class is: 322. (2) Reactant: COC1C=C(OC)C=CC=1C[N:6]1[CH2:10][CH2:9][C:8]([CH3:12])([CH3:11])[S:7]1(=[O:14])=[O:13].FC(F)(F)C(O)=O. Product: [CH3:11][C:8]1([CH3:12])[S:7](=[O:14])(=[O:13])[NH:6][CH2:10][CH2:9]1. The catalyst class is: 2. (3) Reactant: [F:1][C:2]1[CH:36]=[CH:35][CH:34]=[CH:33][C:3]=1[CH2:4][O:5][C:6]1[CH:30]=[CH:29][C:9]([CH2:10][N:11]([C:22]([C:24]2[S:25][CH:26]=[CH:27][CH:28]=2)=[O:23])[CH2:12][CH2:13][NH:14]C(=O)OC(C)(C)C)=[CH:8][C:7]=1[O:31][CH3:32].[F:37][C:38]([F:43])([F:42])[C:39]([OH:41])=[O:40]. Product: [F:37][C:38]([F:43])([F:42])[C:39]([OH:41])=[O:40].[NH2:14][CH2:13][CH2:12][N:11]([CH2:10][C:9]1[CH:29]=[CH:30][C:6]([O:5][CH2:4][C:3]2[CH:33]=[CH:34][CH:35]=[CH:36][C:2]=2[F:1])=[C:7]([O:31][CH3:32])[CH:8]=1)[C:22]([C:24]1[S:25][CH:26]=[CH:27][CH:28]=1)=[O:23]. The catalyst class is: 4. (4) Reactant: [S:1]1[CH2:7][C:5](=[O:6])[N:4]([CH2:8][C:9]([OH:11])=[O:10])[C:2]1=[S:3].[CH2:12]([O:19][C:20]1[CH:21]=[C:22]([CH:25]=[CH:26][C:27]=1[O:28][CH2:29][C:30]1[CH:35]=[CH:34][CH:33]=[CH:32][CH:31]=1)[CH:23]=O)[C:13]1[CH:18]=[CH:17][CH:16]=[CH:15][CH:14]=1.C([O-])(=O)C.[Na+]. Product: [C:13]1([CH2:12][O:19][C:20]2[CH:21]=[C:22]([CH:23]=[C:7]3[S:1][C:2](=[S:3])[N:4]([CH2:8][C:9]([OH:11])=[O:10])[C:5]3=[O:6])[CH:25]=[CH:26][C:27]=2[O:28][CH2:29][C:30]2[CH:35]=[CH:34][CH:33]=[CH:32][CH:31]=2)[CH:14]=[CH:15][CH:16]=[CH:17][CH:18]=1. The catalyst class is: 86. (5) Reactant: [Cl:1][CH2:2][CH2:3][O:4][C:5]1[CH:10]=[C:9]([F:11])[CH:8]=[CH:7][C:6]=1[N+:12]([O-:14])=[O:13].Cl[CH2:16][S:17]([C:20]1[C:29]2[C:24](=[CH:25][CH:26]=[CH:27][CH:28]=2)[CH:23]=[CH:22][CH:21]=1)(=[O:19])=[O:18].CC(C)([O-])C.[K+].Cl. Product: [Cl:1][CH2:2][CH2:3][O:4][C:5]1[C:6]([N+:12]([O-:14])=[O:13])=[C:7]([CH2:16][S:17]([C:20]2[C:29]3[C:24](=[CH:25][CH:26]=[CH:27][CH:28]=3)[CH:23]=[CH:22][CH:21]=2)(=[O:18])=[O:19])[CH:8]=[C:9]([F:11])[CH:10]=1. The catalyst class is: 1. (6) Reactant: [CH:1]([C:3]1[CH:18]=[CH:17][C:6]([O:7][C:8]2[CH:9]=[CH:10][C:11]([C:14]([NH2:16])=[O:15])=[N:12][CH:13]=2)=[CH:5][CH:4]=1)=O.[F:19][C:20]1[CH:28]=[CH:27][C:23]([CH2:24][CH2:25][NH2:26])=[CH:22][CH:21]=1.[BH4-].[Na+]. Product: [F:19][C:20]1[CH:28]=[CH:27][C:23]([CH2:24][CH2:25][NH:26][CH2:1][C:3]2[CH:18]=[CH:17][C:6]([O:7][C:8]3[CH:9]=[CH:10][C:11]([C:14]([NH2:16])=[O:15])=[N:12][CH:13]=3)=[CH:5][CH:4]=2)=[CH:22][CH:21]=1. The catalyst class is: 5. (7) Reactant: C([CH2:4][S:5]([C:8]1[S:12][C:11]([C:13]([OH:15])=[O:14])=[C:10]2[CH2:16][C:17]([CH3:22])([CH3:21])[CH2:18][C:19](=[O:20])[C:9]=12)(=[O:7])=[O:6])(O)=O.C([O-])(=O)C.[Na+]. Product: [CH3:4][S:5]([C:8]1[S:12][C:11]([C:13]([OH:15])=[O:14])=[C:10]2[CH2:16][C:17]([CH3:22])([CH3:21])[CH2:18][C:19](=[O:20])[C:9]=12)(=[O:7])=[O:6]. The catalyst class is: 15. (8) Reactant: N1C2C(=CC=CC=2)C=C1.[CH:10]1([CH2:13][O:14][C:15]2[CH:16]=[C:17]([CH2:26][N:27]3[C:35]4[C:30](=[CH:31][CH:32]=[CH:33][CH:34]=4)[C:29]([CH2:36][C:37]4[CH:42]=[CH:41][CH:40]=[C:39]([C:43]([F:46])([F:45])[F:44])[CH:38]=4)=[C:28]3[C:47]([O:49][CH2:50][CH3:51])=[O:48])[CH:18]=[C:19]([O:21]S(C)(=O)=O)[CH:20]=2)[CH2:12][CH2:11]1.CCCC[N+](CCCC)(CCCC)CCCC.[F-]. Product: [CH:10]1([CH2:13][O:14][C:15]2[CH:16]=[C:17]([CH2:26][N:27]3[C:35]4[C:30](=[CH:31][CH:32]=[CH:33][CH:34]=4)[C:29]([CH2:36][C:37]4[CH:42]=[CH:41][CH:40]=[C:39]([C:43]([F:45])([F:46])[F:44])[CH:38]=4)=[C:28]3[C:47]([O:49][CH2:50][CH3:51])=[O:48])[CH:18]=[C:19]([OH:21])[CH:20]=2)[CH2:12][CH2:11]1. The catalyst class is: 49.